Dataset: Catalyst prediction with 721,799 reactions and 888 catalyst types from USPTO. Task: Predict which catalyst facilitates the given reaction. (1) Reactant: [CH2:1]([N:3]1[CH2:8][CH2:7][O:6][CH:5]([C:9]2[CH:14]=[CH:13][C:12]([N+:15]([O-])=O)=[CH:11][CH:10]=2)[CH2:4]1)[CH3:2].CO.C([O-])=O.[NH4+]. Product: [CH2:1]([N:3]1[CH2:8][CH2:7][O:6][CH:5]([C:9]2[CH:14]=[CH:13][C:12]([NH2:15])=[CH:11][CH:10]=2)[CH2:4]1)[CH3:2]. The catalyst class is: 45. (2) Reactant: CC(C)([O-])C.[K+].[NH2:7][C:8]1[CH:13]=[CH:12][C:11]([CH2:14][C:15]#[N:16])=[CH:10][CH:9]=1.[N:17]([C:20]1[CH:25]=[CH:24][C:23]([C:26]([F:29])([F:28])[F:27])=[CH:22][C:21]=1[F:30])=[N+:18]=[N-:19]. Product: [NH2:7][C:8]1[CH:13]=[CH:12][C:11]([C:14]2[N:19]=[N:18][N:17]([C:20]3[CH:25]=[CH:24][C:23]([C:26]([F:28])([F:29])[F:27])=[CH:22][C:21]=3[F:30])[C:15]=2[NH2:16])=[CH:10][CH:9]=1. The catalyst class is: 107. (3) Reactant: [BH4-].[Na+].[C:3]1([CH:9]([C:27]2[CH:32]=[CH:31][CH:30]=[CH:29][CH:28]=2)[N:10]2[CH2:13][C:12]([CH2:15][NH:16][C:17]3[CH:26]=[CH:25][C:20]([C:21]([O:23][CH3:24])=[O:22])=[CH:19][CH:18]=3)([OH:14])[CH2:11]2)[CH:8]=[CH:7][CH:6]=[CH:5][CH:4]=1.S(=O)(=O)(O)O.C=O.[C:40](=O)([O-])O.[Na+]. Product: [C:27]1([CH:9]([C:3]2[CH:4]=[CH:5][CH:6]=[CH:7][CH:8]=2)[N:10]2[CH2:11][C:12]([CH2:15][N:16]([CH3:40])[C:17]3[CH:18]=[CH:19][C:20]([C:21]([O:23][CH3:24])=[O:22])=[CH:25][CH:26]=3)([OH:14])[CH2:13]2)[CH:32]=[CH:31][CH:30]=[CH:29][CH:28]=1. The catalyst class is: 7. (4) Product: [Cl:1][C:2]1[C:3]([NH:15][CH:16]2[CH2:30][CH:19]3[CH2:20][NH:21][CH2:22][CH:18]3[CH2:17]2)=[N:4][C:5]([NH:8][C:9]2[N:10]=[CH:11][N:12]([CH3:14])[CH:13]=2)=[N:6][CH:7]=1. The catalyst class is: 2. Reactant: [Cl:1][C:2]1[C:3]([NH:15][CH:16]2[CH2:30][CH:19]3[CH2:20][N:21](C(OC(C)(C)C)=O)[CH2:22][CH:18]3[CH2:17]2)=[N:4][C:5]([NH:8][C:9]2[N:10]=[CH:11][N:12]([CH3:14])[CH:13]=2)=[N:6][CH:7]=1.Cl.CCOC(C)=O. (5) Reactant: [F:1][C:2]1[CH:3]=[C:4]([N:10]2[C:14](=[O:15])[CH2:13][CH:12]([NH:16]C(=O)OCC3C=CC=CC=3)[CH2:11]2)[CH:5]=[CH:6][C:7]=1[O:8][CH3:9]. Product: [NH2:16][CH:12]1[CH2:11][N:10]([C:4]2[CH:5]=[CH:6][C:7]([O:8][CH3:9])=[C:2]([F:1])[CH:3]=2)[C:14](=[O:15])[CH2:13]1. The catalyst class is: 99. (6) Reactant: [O:1]1[C:6]2[CH:7]=[CH:8][C:9]([CH2:11][N:12]([CH:20]3[CH2:25][CH2:24][N:23]([CH2:26][CH2:27][N:28]4[C:33](=[O:34])[CH:32]=[N:31][C:30]5[CH:35]=[CH:36][N:37]=[CH:38][C:29]4=5)[CH2:22][CH2:21]3)C(=O)OC(C)(C)C)=[CH:10][C:5]=2[O:4][CH2:3][CH2:2]1. Product: [O:1]1[C:6]2[CH:7]=[CH:8][C:9]([CH2:11][NH:12][CH:20]3[CH2:21][CH2:22][N:23]([CH2:26][CH2:27][N:28]4[C:33](=[O:34])[CH:32]=[N:31][C:30]5[CH:35]=[CH:36][N:37]=[CH:38][C:29]4=5)[CH2:24][CH2:25]3)=[CH:10][C:5]=2[O:4][CH2:3][CH2:2]1. The catalyst class is: 281.